Dataset: Reaction yield outcomes from USPTO patents with 853,638 reactions. Task: Predict the reaction yield, written as a fraction of the theoretical maximum amount of product (1.0 means a 100% yield; for example, 0.34 means a 34% yield). (1) The reactants are [Cl:1][C:2]1[N:7]=[C:6]([N:8]([CH:20]2[CH2:25][CH2:24][CH2:23][CH2:22][CH2:21]2)[CH2:9][C:10]([F:19])([F:18])[C:11](=[O:17])C(OCC)=O)[C:5]([N+:26]([O-])=O)=[CH:4][N:3]=1.Cl. The catalyst is C(O)(=O)C.[Fe]. The product is [Cl:1][C:2]1[N:3]=[CH:4][C:5]2[NH:26][C:11](=[O:17])[C:10]([F:19])([F:18])[CH2:9][N:8]([CH:20]3[CH2:25][CH2:24][CH2:23][CH2:22][CH2:21]3)[C:6]=2[N:7]=1. The yield is 0.620. (2) The reactants are ON=[CH:3][C:4]([NH:6][C:7]1[CH:12]=[CH:11][C:10]([O:13][CH3:14])=[C:9]([CH3:15])[CH:8]=1)=[O:5].CS(O)(=O)=[O:18]. No catalyst specified. The product is [CH3:14][O:13][C:10]1[CH:11]=[C:12]2[C:7](=[CH:8][C:9]=1[CH3:15])[NH:6][C:4](=[O:5])[C:3]2=[O:18]. The yield is 0.770. (3) The reactants are [Cl-].[NH2:2][C:3]1([CH2:33][CH2:34][OH:35])[CH2:7][CH2:6][C@@H:5]([C:8]([NH:10][C@H:11]([CH:30]([CH3:32])[CH3:31])[C:12]([N:14]2[CH2:19][CH2:18][C@@:17]([C:21]3[CH:26]=[CH:25][C:24]([Cl:27])=[CH:23][CH:22]=3)([OH:20])[C:16]([CH3:29])([CH3:28])[CH2:15]2)=[O:13])=[O:9])[CH2:4]1.[C:36](C1NC=CN=1)(C1NC=CN=1)=[O:37].C(N(CC)CC)C. The catalyst is C1COCC1. The product is [Cl:27][C:24]1[CH:25]=[CH:26][C:21]([C@@:17]2([OH:20])[CH2:18][CH2:19][N:14]([C:12](=[O:13])[C@H:11]([NH:10][C:8]([C@@H:5]3[CH2:6][CH2:7][C:3]4([CH2:33][CH2:34][O:35][C:36](=[O:37])[NH:2]4)[CH2:4]3)=[O:9])[CH:30]([CH3:32])[CH3:31])[CH2:15][C:16]2([CH3:29])[CH3:28])=[CH:22][CH:23]=1. The yield is 0.0633.